Dataset: Peptide-MHC class I binding affinity with 185,985 pairs from IEDB/IMGT. Task: Regression. Given a peptide amino acid sequence and an MHC pseudo amino acid sequence, predict their binding affinity value. This is MHC class I binding data. (1) The peptide sequence is QAYAAPQLF. The MHC is HLA-A03:01 with pseudo-sequence HLA-A03:01. The binding affinity (normalized) is 0.213. (2) The peptide sequence is AEQASQDVKNW. The MHC is HLA-B40:01 with pseudo-sequence HLA-B40:01. The binding affinity (normalized) is 0. (3) The peptide sequence is QEPGIFCAI. The MHC is HLA-A02:01 with pseudo-sequence HLA-A02:01. The binding affinity (normalized) is 0.561.